From a dataset of Forward reaction prediction with 1.9M reactions from USPTO patents (1976-2016). Predict the product of the given reaction. (1) The product is: [NH2:1][C:2]1[C:7]([C:8]([C:10]2[CH:15]=[C:14]([F:16])[CH:13]=[CH:12][C:11]=2[O:17][CH3:18])=[O:9])=[CH:6][CH:5]=[C:4]([NH:30][CH:27]2[CH2:28][CH2:29][N:24]([S:21]([CH3:20])(=[O:23])=[O:22])[CH2:25][CH2:26]2)[N:3]=1. Given the reactants [NH2:1][C:2]1[C:7]([C:8]([C:10]2[CH:15]=[C:14]([F:16])[CH:13]=[CH:12][C:11]=2[O:17][CH3:18])=[O:9])=[CH:6][CH:5]=[C:4](Cl)[N:3]=1.[CH3:20][S:21]([N:24]1[CH2:29][CH2:28][CH:27]([NH2:30])[CH2:26][CH2:25]1)(=[O:23])=[O:22], predict the reaction product. (2) Given the reactants [Cl:1][C:2]1[CH:3]=[C:4]([SH:10])[CH:5]=[CH:6][C:7]=1[O:8][CH3:9].I[C:12]1[CH:20]=[C:19]([C:21]([F:24])([F:23])[F:22])[CH:18]=[CH:17][C:13]=1[C:14]([OH:16])=[O:15].Cl.C(OCC)(=O)C, predict the reaction product. The product is: [Cl:1][C:2]1[CH:3]=[C:4]([S:10][C:12]2[CH:20]=[C:19]([C:21]([F:22])([F:24])[F:23])[CH:18]=[CH:17][C:13]=2[C:14]([OH:16])=[O:15])[CH:5]=[CH:6][C:7]=1[O:8][CH3:9]. (3) Given the reactants [Br:1][C:2]1[CH:7]=[CH:6][C:5]([C:8]2[CH:13]=[CH:12][C:11]([OH:14])=[CH:10][CH:9]=2)=[CH:4][CH:3]=1.[C:32]1(P([C:28]2[CH:33]=[CH:32][CH:31]=[CH:30]C=2)[C:32]2[CH:33]=[CH:28]C=[CH:30][CH:31]=2)[CH:33]=[CH:28]C=[CH:30][CH:31]=1.[CH3:34]COC(/N=N/C(OCC)=O)=O.O1[CH2:50][CH2:49][CH2:48][CH2:47]1, predict the reaction product. The product is: [Br:1][C:2]1[CH:3]=[CH:4][C:5]([C:8]2[CH:13]=[CH:12][C:11]([O:14][CH2:47][CH2:48][CH:49]([CH3:50])[CH2:28][CH2:33][CH2:32][CH:31]([CH3:30])[CH3:34])=[CH:10][CH:9]=2)=[CH:6][CH:7]=1. (4) Given the reactants Br[C:2]1[C:3]2[C:8]([CH:9]=[C:10]3[C:15]=1[CH:14]=[CH:13][CH:12]=[CH:11]3)=[C:7]1[N:16]=[CH:17][C:18]3[C:19]([CH3:26])([CH3:25])[CH2:20][C:21]([CH3:24])([CH3:23])[C:22]=3[C:6]1=[CH:5][CH:4]=2.[C:27]1(B(O)O)[CH:32]=[CH:31][CH:30]=[CH:29][CH:28]=1.P([O-])([O-])([O-])=O.[K+].[K+].[K+].C1(C)C=CC=CC=1P(C1C=CC=CC=1C)C1C=CC=CC=1C, predict the reaction product. The product is: [C:27]1([C:2]2[C:3]3[C:8]([CH:9]=[C:10]4[C:15]=2[CH:14]=[CH:13][CH:12]=[CH:11]4)=[C:7]2[N:16]=[CH:17][C:18]4[C:19]([CH3:25])([CH3:26])[CH2:20][C:21]([CH3:23])([CH3:24])[C:22]=4[C:6]2=[CH:5][CH:4]=3)[CH:32]=[CH:31][CH:30]=[CH:29][CH:28]=1. (5) Given the reactants [Cr](Cl)([O-])(=O)=O.[NH+]1C=CC=CC=1.[C:12]1([CH3:25])[C:13]([C:18]([NH:20][CH2:21][CH:22]([OH:24])[CH3:23])=[O:19])=[CH:14][CH:15]=[CH:16][CH:17]=1, predict the reaction product. The product is: [C:12]1([CH3:25])[C:13]([C:18]([NH:20][CH2:21][C:22](=[O:24])[CH3:23])=[O:19])=[CH:14][CH:15]=[CH:16][CH:17]=1. (6) Given the reactants [CH3:1][C:2]1[O:6][C:5]([CH2:7][NH2:8])=[N:4][N:3]=1.C(=O)([O-])[O-].[K+].[K+].Br[CH2:16][C:17]([O:19][CH2:20][C:21]1[CH:26]=[CH:25][CH:24]=[CH:23][CH:22]=1)=[O:18], predict the reaction product. The product is: [CH3:1][C:2]1[O:6][C:5]([CH2:7][NH:8][CH2:16][C:17]([O:19][CH2:20][C:21]2[CH:26]=[CH:25][CH:24]=[CH:23][CH:22]=2)=[O:18])=[N:4][N:3]=1.